From a dataset of NCI-60 drug combinations with 297,098 pairs across 59 cell lines. Regression. Given two drug SMILES strings and cell line genomic features, predict the synergy score measuring deviation from expected non-interaction effect. (1) Drug 1: C1CCN(CC1)CCOC2=CC=C(C=C2)C(=O)C3=C(SC4=C3C=CC(=C4)O)C5=CC=C(C=C5)O. Drug 2: CN(C)C1=NC(=NC(=N1)N(C)C)N(C)C. Cell line: HL-60(TB). Synergy scores: CSS=-18.2, Synergy_ZIP=9.88, Synergy_Bliss=3.93, Synergy_Loewe=-11.3, Synergy_HSA=-11.3. (2) Drug 2: CC(C)CN1C=NC2=C1C3=CC=CC=C3N=C2N. Synergy scores: CSS=1.38, Synergy_ZIP=0.608, Synergy_Bliss=2.97, Synergy_Loewe=-2.42, Synergy_HSA=-0.204. Drug 1: C1CN(P(=O)(OC1)NCCCl)CCCl. Cell line: HCC-2998. (3) Drug 2: CC1C(C(CC(O1)OC2CC(CC3=C2C(=C4C(=C3O)C(=O)C5=C(C4=O)C(=CC=C5)OC)O)(C(=O)CO)O)N)O.Cl. Synergy scores: CSS=39.0, Synergy_ZIP=-0.254, Synergy_Bliss=0.179, Synergy_Loewe=-6.86, Synergy_HSA=1.28. Drug 1: COC1=C(C=C2C(=C1)N=CN=C2NC3=CC(=C(C=C3)F)Cl)OCCCN4CCOCC4. Cell line: MDA-MB-231. (4) Synergy scores: CSS=24.3, Synergy_ZIP=0.490, Synergy_Bliss=6.73, Synergy_Loewe=2.53, Synergy_HSA=6.65. Drug 1: C1=C(C(=O)NC(=O)N1)N(CCCl)CCCl. Cell line: MALME-3M. Drug 2: C1=CC(=CC=C1CC(C(=O)O)N)N(CCCl)CCCl.Cl. (5) Drug 1: C1=C(C(=O)NC(=O)N1)F. Drug 2: CCC1=C2CN3C(=CC4=C(C3=O)COC(=O)C4(CC)O)C2=NC5=C1C=C(C=C5)O. Cell line: SN12C. Synergy scores: CSS=46.9, Synergy_ZIP=-5.21, Synergy_Bliss=-5.77, Synergy_Loewe=-13.7, Synergy_HSA=-0.269. (6) Drug 1: CC1C(C(=O)NC(C(=O)N2CCCC2C(=O)N(CC(=O)N(C(C(=O)O1)C(C)C)C)C)C(C)C)NC(=O)C3=C4C(=C(C=C3)C)OC5=C(C(=O)C(=C(C5=N4)C(=O)NC6C(OC(=O)C(N(C(=O)CN(C(=O)C7CCCN7C(=O)C(NC6=O)C(C)C)C)C)C(C)C)C)N)C. Drug 2: CC1CCCC2(C(O2)CC(NC(=O)CC(C(C(=O)C(C1O)C)(C)C)O)C(=CC3=CSC(=N3)C)C)C. Cell line: OVCAR-5. Synergy scores: CSS=53.6, Synergy_ZIP=-0.139, Synergy_Bliss=-2.01, Synergy_Loewe=-6.73, Synergy_HSA=-0.527. (7) Drug 1: CCN(CC)CCNC(=O)C1=C(NC(=C1C)C=C2C3=C(C=CC(=C3)F)NC2=O)C. Drug 2: CS(=O)(=O)CCNCC1=CC=C(O1)C2=CC3=C(C=C2)N=CN=C3NC4=CC(=C(C=C4)OCC5=CC(=CC=C5)F)Cl. Cell line: HT29. Synergy scores: CSS=76.9, Synergy_ZIP=16.4, Synergy_Bliss=17.2, Synergy_Loewe=16.5, Synergy_HSA=22.4. (8) Drug 1: CC1=CC=C(C=C1)C2=CC(=NN2C3=CC=C(C=C3)S(=O)(=O)N)C(F)(F)F. Drug 2: C1CCC(C(C1)N)N.C(=O)(C(=O)[O-])[O-].[Pt+4]. Cell line: OVCAR-5. Synergy scores: CSS=15.6, Synergy_ZIP=-9.12, Synergy_Bliss=-2.04, Synergy_Loewe=-17.0, Synergy_HSA=-2.56. (9) Drug 1: C1=C(C(=O)NC(=O)N1)N(CCCl)CCCl. Drug 2: C1CCC(C(C1)N)N.C(=O)(C(=O)[O-])[O-].[Pt+4]. Cell line: T-47D. Synergy scores: CSS=12.0, Synergy_ZIP=-9.09, Synergy_Bliss=-4.17, Synergy_Loewe=-3.68, Synergy_HSA=-2.79.